From a dataset of Full USPTO retrosynthesis dataset with 1.9M reactions from patents (1976-2016). Predict the reactants needed to synthesize the given product. (1) The reactants are: [NH2:1][C:2]1[C:11]([NH2:12])=[CH:10][C:9]([Br:13])=[C:8]([O:14][CH3:15])[C:3]=1[C:4]([O:6][CH3:7])=[O:5].[C:16](OCC)(=O)[CH:17]=[O:18]. Given the product [Br:13][C:9]1[C:8]([O:14][CH3:15])=[C:3]([C:4]([O:6][CH3:7])=[O:5])[C:2]2[NH:1][C:17](=[O:18])[CH:16]=[N:12][C:11]=2[CH:10]=1, predict the reactants needed to synthesize it. (2) Given the product [CH3:31][C:22]([N:8]1[C:6]2[N:7]=[C:2]([NH:40][CH2:39][C:38]3[CH:41]=[CH:42][C:35]([O:34][CH3:33])=[CH:36][CH:37]=3)[N:3]=[CH:4][C:5]=2[C:10]([C:11]([C:13]2[CH:20]=[CH:19][C:16]([C:17]#[N:18])=[C:15]([NH:40][CH2:39][C:38]3[CH:41]=[CH:42][C:35]([O:34][CH3:33])=[CH:36][CH:37]=3)[CH:14]=2)=[O:12])=[CH:9]1)([CH3:32])[CH2:23][O:24][CH:25]1[CH2:30][CH2:29][CH2:28][CH2:27][O:26]1, predict the reactants needed to synthesize it. The reactants are: Cl[C:2]1[N:3]=[CH:4][C:5]2[C:10]([C:11]([C:13]3[CH:20]=[CH:19][C:16]([C:17]#[N:18])=[C:15](F)[CH:14]=3)=[O:12])=[CH:9][N:8]([C:22]([CH3:32])([CH3:31])[CH2:23][O:24][CH:25]3[CH2:30][CH2:29][CH2:28][CH2:27][O:26]3)[C:6]=2[N:7]=1.[CH3:33][O:34][C:35]1[CH:42]=[CH:41][C:38]([CH2:39][NH2:40])=[CH:37][CH:36]=1. (3) Given the product [C:1]([C:5]1[C:6]([OH:11])=[C:7]([CH:8]=[CH:9][CH:10]=1)[CH:22]=[O:23])([CH3:4])([CH3:2])[CH3:3], predict the reactants needed to synthesize it. The reactants are: [C:1]([C:5]1[CH:10]=[CH:9][CH:8]=[CH:7][C:6]=1[OH:11])([CH3:4])([CH3:3])[CH3:2].CCN(CC)CC.[Mg+2].[Cl-].[Cl-].[CH2:22]=[O:23].Cl. (4) The reactants are: [Br:1][C:2]1[CH:3]=[C:4]([C:11]([O:13][CH3:14])=[O:12])[C:5]2[CH:6]=[CH:7][NH:8][C:9]=2[CH:10]=1.[CH:15]1(B(O)O)[CH2:17][CH2:16]1.C(=O)([O-])[O-].[Na+].[Na+].N1C=CC=CC=1C1C=CC=CN=1.[NH4+].[Cl-]. Given the product [Br:1][C:2]1[CH:3]=[C:4]([C:11]([O:13][CH3:14])=[O:12])[C:5]2[CH:6]=[CH:7][N:8]([CH:15]3[CH2:17][CH2:16]3)[C:9]=2[CH:10]=1, predict the reactants needed to synthesize it. (5) Given the product [CH3:54][S:55]([C:58]1[CH:63]=[C:62]([C@@H:64]([NH:66][C:17]([C:16]2[C:11]3[CH:10]=[N:9][N:8]([C:5]4[CH:4]=[CH:3][C:2]([F:1])=[CH:7][CH:6]=4)[C:12]=3[CH:13]=[N:14][CH:15]=2)=[O:19])[CH3:65])[CH:61]=[CH:60][N:59]=1)(=[O:57])=[O:56], predict the reactants needed to synthesize it. The reactants are: [F:1][C:2]1[CH:7]=[CH:6][C:5]([N:8]2[C:12]3[CH:13]=[N:14][CH:15]=[C:16]([C:17]([OH:19])=O)[C:11]=3[CH:10]=[N:9]2)=[CH:4][CH:3]=1.CCN(C(C)C)C(C)C.CN(C(ON1N=NC2C=CC=NC1=2)=[N+](C)C)C.F[P-](F)(F)(F)(F)F.Cl.[CH3:54][S:55]([C:58]1[CH:63]=[C:62]([C@@H:64]([NH2:66])[CH3:65])[CH:61]=[CH:60][N:59]=1)(=[O:57])=[O:56].C(=O)(O)[O-].[Na+]. (6) Given the product [S:14]1[CH:18]=[CH:17][C:16]([C:2]2[CH:7]=[CH:6][C:5]([C:8]3[CH:13]=[CH:12][CH:11]=[CH:10][N:9]=3)=[CH:4][CH:3]=2)=[CH:15]1, predict the reactants needed to synthesize it. The reactants are: Br[C:2]1[CH:7]=[CH:6][C:5]([C:8]2[CH:13]=[CH:12][CH:11]=[CH:10][N:9]=2)=[CH:4][CH:3]=1.[S:14]1[CH:18]=[CH:17][C:16](B(O)O)=[CH:15]1.C(=O)([O-])[O-].[Na+].[Na+].COCCOC. (7) Given the product [N:1]1[S:5][N:4]=[C:3]2[C:6]([S:10]([NH:13][C:14]3[CH:35]=[C:34]([Cl:36])[CH:33]=[CH:32][C:15]=3[C:16]([NH:18][C@H:19]([C:20](=[O:22])[NH:37][C:38]3[CH:43]=[CH:42][CH:41]=[CH:40][CH:39]=3)[CH2:23][C:24]3[CH:29]=[CH:28][C:27]([Cl:30])=[C:26]([Cl:31])[CH:25]=3)=[O:17])(=[O:11])=[O:12])=[CH:7][CH:8]=[CH:9][C:2]=12, predict the reactants needed to synthesize it. The reactants are: [N:1]1[S:5][N:4]=[C:3]2[C:6]([S:10]([NH:13][C:14]3[CH:35]=[C:34]([Cl:36])[CH:33]=[CH:32][C:15]=3[C:16]([NH:18][C@@H:19]([CH2:23][C:24]3[CH:29]=[CH:28][C:27]([Cl:30])=[C:26]([Cl:31])[CH:25]=3)[C:20]([OH:22])=O)=[O:17])(=[O:12])=[O:11])=[CH:7][CH:8]=[CH:9][C:2]=12.[NH2:37][C:38]1[CH:43]=[CH:42][CH:41]=[CH:40][CH:39]=1. (8) Given the product [C:1]([O:5][C:6]([N:8]1[CH2:12][C@H:11]([N:13]2[CH2:18][CH2:17][CH2:16]/[C:15](=[CH:19]\[C:20]3[CH:25]=[CH:24][C:23]([N:26]4[CH:30]=[C:29]([CH3:31])[N:28]=[CH:27]4)=[C:22]([O:32][CH3:33])[CH:21]=3)/[C:14]2=[O:34])[C@H:10]([OH:35])[CH2:9]1)=[O:7])([CH3:2])([CH3:4])[CH3:3], predict the reactants needed to synthesize it. The reactants are: [C:1]([O:5][C:6]([N:8]1[CH2:12][C@@H:11]([N:13]2[CH2:18][CH2:17][CH2:16]/[C:15](=[CH:19]\[C:20]3[CH:25]=[CH:24][C:23]([N:26]4[CH:30]=[C:29]([CH3:31])[N:28]=[CH:27]4)=[C:22]([O:32][CH3:33])[CH:21]=3)/[C:14]2=[O:34])[C@H:10]([OH:35])[CH2:9]1)=[O:7])([CH3:4])([CH3:3])[CH3:2].CC(OC(/N=N/C(OC(C)C)=O)=O)C.C1(P(C2C=CC=CC=2)C2C=CC=CC=2)C=CC=CC=1.O.C(=O)(O)[O-].[Na+].